From a dataset of NCI-60 drug combinations with 297,098 pairs across 59 cell lines. Regression. Given two drug SMILES strings and cell line genomic features, predict the synergy score measuring deviation from expected non-interaction effect. Drug 1: C1=CN(C=N1)CC(O)(P(=O)(O)O)P(=O)(O)O. Drug 2: C(CN)CNCCSP(=O)(O)O. Cell line: SNB-75. Synergy scores: CSS=0.885, Synergy_ZIP=-1.36, Synergy_Bliss=-1.97, Synergy_Loewe=-5.07, Synergy_HSA=-2.36.